Dataset: Reaction yield outcomes from USPTO patents with 853,638 reactions. Task: Predict the reaction yield, written as a fraction of the theoretical maximum amount of product (1.0 means a 100% yield; for example, 0.34 means a 34% yield). (1) The reactants are [NH2:1][C:2]1[C:11]2[N:12]=[C:13]([CH2:26][O:27][CH2:28][CH3:29])[N:14]([CH2:15][CH2:16][CH2:17][NH:18]C(=O)OC(C)(C)C)[C:10]=2[C:9]2[CH:8]=[CH:7][CH:6]=[CH:5][C:4]=2[N:3]=1.Cl. The catalyst is CO. The product is [NH2:18][CH2:17][CH2:16][CH2:15][N:14]1[C:10]2[C:9]3[CH:8]=[CH:7][CH:6]=[CH:5][C:4]=3[N:3]=[C:2]([NH2:1])[C:11]=2[N:12]=[C:13]1[CH2:26][O:27][CH2:28][CH3:29]. The yield is 0.810. (2) The reactants are [CH3:1][NH:2][CH2:3][C@@H:4]([C@H:6]([C@@H:8]([C@@H:10]([CH2:12][OH:13])[OH:11])[OH:9])[OH:7])[OH:5].[CH:14]([C:16]1[CH:23]=[CH:22][C:19]([CH2:20]Cl)=[CH:18][CH:17]=1)=[CH2:15].C(=O)([O-])[O-].[Na+].[Na+]. The catalyst is CO. The product is [CH:14]([C:16]1[CH:23]=[CH:22][C:19]([CH2:20][N:2]([CH3:1])[CH2:3][C@@H:4]([C@H:6]([C@@H:8]([C@@H:10]([CH2:12][OH:13])[OH:11])[OH:9])[OH:7])[OH:5])=[CH:18][CH:17]=1)=[CH2:15]. The yield is 0.900. (3) The reactants are [OH-].[Li+].[CH2:3]([N:5]1[C:17]2[CH2:16][CH2:15][CH:14]([CH:18]3[CH2:23][CH2:22][O:21][CH2:20][CH2:19]3)[CH2:13][C:12]=2[C:11]2[C:6]1=[CH:7][CH:8]=[C:9]([C:24]([N:26]([CH2:28][CH2:29][CH2:30][C:31]([O:33]C)=[O:32])[CH3:27])=[O:25])[CH:10]=2)[CH3:4].Cl. The catalyst is CO.O. The product is [CH2:3]([N:5]1[C:17]2[CH2:16][CH2:15][CH:14]([CH:18]3[CH2:19][CH2:20][O:21][CH2:22][CH2:23]3)[CH2:13][C:12]=2[C:11]2[C:6]1=[CH:7][CH:8]=[C:9]([C:24]([N:26]([CH2:28][CH2:29][CH2:30][C:31]([OH:33])=[O:32])[CH3:27])=[O:25])[CH:10]=2)[CH3:4]. The yield is 0.940. (4) The reactants are [F:1][C:2]([F:18])([F:17])[C:3]1[CH:16]=[CH:15][C:6]([C:7]([NH:9][CH:10]([CH3:14])[C:11]([OH:13])=O)=O)=[CH:5][CH:4]=1.[C:19](Cl)(=[O:23])C(Cl)=O.C(N(CC)CC)C.[CH3:32][OH:33]. The catalyst is CN(C=O)C. The product is [CH3:32][O:33][C:19]([C:11]1[O:13][C:7]([C:6]2[CH:5]=[CH:4][C:3]([C:2]([F:1])([F:17])[F:18])=[CH:16][CH:15]=2)=[N:9][C:10]=1[CH3:14])=[O:23]. The yield is 0.350.